This data is from Catalyst prediction with 721,799 reactions and 888 catalyst types from USPTO. The task is: Predict which catalyst facilitates the given reaction. (1) Reactant: [F:1][C:2]1[C:7]([C:8](OC)=[O:9])=[C:6]([CH3:12])[C:5]([I:13])=[CH:4][CH:3]=1.[H-].[Al+3].[Li+].[H-].[H-].[H-].[Cl-].[NH4+].[H][H]. Product: [F:1][C:2]1[C:7]([CH2:8][OH:9])=[C:6]([CH3:12])[C:5]([I:13])=[CH:4][CH:3]=1. The catalyst class is: 27. (2) Reactant: Cl[C:2]1[CH:7]=[C:6]([O:8][C:9]2[CH:14]=[CH:13][C:12]([NH2:15])=[C:11]([F:16])[CH:10]=2)[CH:5]=[CH:4][N:3]=1.C1CCN2C(=NCCC2)CC1.[Na].[NH:29]1[CH:33]=[N:32][CH:31]=[N:30]1. Product: [N:29]1([C:2]2[CH:7]=[C:6]([O:8][C:9]3[CH:14]=[CH:13][C:12]([NH2:15])=[C:11]([F:16])[CH:10]=3)[CH:5]=[CH:4][N:3]=2)[CH:33]=[N:32][CH:31]=[N:30]1. The catalyst class is: 179. (3) Reactant: [Cl:1][C:2]1[CH:7]=[C:6]([S:8]([F:13])([F:12])([F:11])([F:10])[F:9])[CH:5]=[CH:4][C:3]=1[OH:14].[C:15]([O-])([O-])=O.[K+].[K+].CI. Product: [Cl:1][C:2]1[CH:7]=[C:6]([S:8]([F:13])([F:9])([F:10])([F:11])[F:12])[CH:5]=[CH:4][C:3]=1[O:14][CH3:15]. The catalyst class is: 499. (4) Reactant: [F:1][C:2]([F:16])([F:15])/[CH:3]=[CH:4]/[C:5]1[CH:13]=[CH:12][C:8]([C:9]([OH:11])=O)=[C:7]([CH3:14])[CH:6]=1.Cl.CN(C)CCCN=C=NCC.O.ON1C2C=CC=CC=2N=N1.[NH:40]1[C:44]2=[N:45][CH:46]=[C:47]([NH2:49])[CH:48]=[C:43]2[CH:42]=[CH:41]1. Product: [CH3:14][C:7]1[CH:6]=[C:5](/[CH:4]=[CH:3]/[C:2]([F:1])([F:16])[F:15])[CH:13]=[CH:12][C:8]=1[C:9]([NH:49][C:47]1[CH:48]=[C:43]2[CH:42]=[CH:41][NH:40][C:44]2=[N:45][CH:46]=1)=[O:11]. The catalyst class is: 3. (5) Reactant: [OH:1][CH2:2][C:3]1[S:7][C:6]([C:8]2[CH:13]=[CH:12][C:11]([NH:14][C:15](=[O:21])[O:16][C:17]([CH3:20])([CH3:19])[CH3:18])=[C:10]([NH:22][C:23](=[O:36])[C:24]3[CH:29]=[CH:28][C:27]([C:30]4[CH:31]=[N:32][CH:33]=[CH:34][CH:35]=4)=[CH:26][CH:25]=3)[CH:9]=2)=[CH:5][CH:4]=1.C(O)(C)C. Product: [CH:2]([C:3]1[S:7][C:6]([C:8]2[CH:13]=[CH:12][C:11]([NH:14][C:15](=[O:21])[O:16][C:17]([CH3:20])([CH3:19])[CH3:18])=[C:10]([NH:22][C:23](=[O:36])[C:24]3[CH:25]=[CH:26][C:27]([C:30]4[CH:31]=[N:32][CH:33]=[CH:34][CH:35]=4)=[CH:28][CH:29]=3)[CH:9]=2)=[CH:5][CH:4]=1)=[O:1]. The catalyst class is: 2. (6) Reactant: [C:1]1([S:11](Cl)(=[O:13])=[O:12])[C:10]2[C:5](=[CH:6][CH:7]=[CH:8][CH:9]=2)[CH:4]=[CH:3][CH:2]=1.[NH2:15][C:16]1[CH:17]=[C:18]2[C:22](=[CH:23][CH:24]=1)[N:21]([CH2:25][CH2:26][N:27]1[CH2:31][CH2:30][CH2:29][CH2:28]1)[CH:20]=[CH:19]2.C(=O)(O)[O-].[Na+]. Product: [N:27]1([CH2:26][CH2:25][N:21]2[C:22]3[C:18](=[CH:17][C:16]([NH:15][S:11]([C:1]4[C:10]5[C:5](=[CH:6][CH:7]=[CH:8][CH:9]=5)[CH:4]=[CH:3][CH:2]=4)(=[O:13])=[O:12])=[CH:24][CH:23]=3)[CH:19]=[CH:20]2)[CH2:31][CH2:30][CH2:29][CH2:28]1. The catalyst class is: 347. (7) Reactant: [CH2:1]1[O:12][CH:4]([C:5]2[S:9][C:8](Cl)=[N:7][C:6]=2[Cl:11])[O:3][CH2:2]1.C([Li:17])CCC.[C:18](=[O:20])=[O:19].CC(C)=O.C(=O)=O. Product: [Li+:17].[Cl:11][C:6]1[N:7]=[C:8]([C:18]([O-:20])=[O:19])[S:9][C:5]=1[CH:4]1[O:12][CH2:1][CH2:2][O:3]1. The catalyst class is: 7.